This data is from Catalyst prediction with 721,799 reactions and 888 catalyst types from USPTO. The task is: Predict which catalyst facilitates the given reaction. (1) Reactant: [OH:1][CH2:2][C:3]1[CH:34]=[CH:33][C:6]2[N:7]=[C:8]([N:10]3[CH2:15][CH2:14][N:13]([C:16](=[O:32])[C@@H:17]([NH:24]C(=O)OC(C)(C)C)[CH2:18][C:19]4[S:20][CH:21]=[CH:22][CH:23]=4)[CH2:12][CH2:11]3)[S:9][C:5]=2[CH:4]=1.Cl. Product: [NH2:24][C@@H:17]([CH2:18][C:19]1[S:20][CH:21]=[CH:22][CH:23]=1)[C:16]([N:13]1[CH2:12][CH2:11][N:10]([C:8]2[S:9][C:5]3[CH:4]=[C:3]([CH2:2][OH:1])[CH:34]=[CH:33][C:6]=3[N:7]=2)[CH2:15][CH2:14]1)=[O:32]. The catalyst class is: 12. (2) Reactant: [CH3:1][C@H:2]1[CH2:7][NH:6][CH2:5][C@@H:4]([CH3:8])[NH:3]1.[CH3:9][C:10]([O:13][C:14](O[C:14]([O:13][C:10]([CH3:12])([CH3:11])[CH3:9])=[O:15])=[O:15])([CH3:12])[CH3:11]. Product: [CH3:8][C@H:4]1[NH:3][C@@H:2]([CH3:1])[CH2:7][N:6]([C:14]([O:13][C:10]([CH3:12])([CH3:11])[CH3:9])=[O:15])[CH2:5]1. The catalyst class is: 4. (3) Reactant: [C:1]([O:5][C:6]([N:8]1[CH:13]2[CH2:14][C:15](=[O:17])[CH2:16][CH:9]1[CH2:10][O:11][CH2:12]2)=[O:7])([CH3:4])([CH3:3])[CH3:2].[Li+].C[Si]([N-][Si](C)(C)C)(C)C.N1([C:33](=[O:35])[CH3:34])C=CC=N1. Product: [C:1]([O:5][C:6]([N:8]1[CH:13]2[CH:14]([C:33](=[O:35])[CH3:34])[C:15](=[O:17])[CH2:16][CH:9]1[CH2:10][O:11][CH2:12]2)=[O:7])([CH3:4])([CH3:2])[CH3:3]. The catalyst class is: 1. (4) Reactant: O=[C:2]([CH2:8][C:9](=O)[C:10]1[CH:15]=[CH:14][N:13]=[CH:12][CH:11]=1)[C:3]([O:5][CH2:6][CH3:7])=[O:4].[CH3:17][CH:18]([N:20]1[C:24]([NH2:25])=[CH:23][CH:22]=[N:21]1)[CH3:19]. The catalyst class is: 48. Product: [CH3:17][CH:18]([N:20]1[C:24]2[N:25]=[C:9]([C:10]3[CH:15]=[CH:14][N:13]=[CH:12][CH:11]=3)[CH:8]=[C:2]([C:3]([O:5][CH2:6][CH3:7])=[O:4])[C:23]=2[CH:22]=[N:21]1)[CH3:19]. (5) Reactant: C([O:8][C:9]1[C:14]([Cl:15])=[CH:13][CH:12]=[CH:11][C:10]=1[CH2:16][C:17]([O:19][CH3:20])=[O:18])C1C=CC=CC=1. Product: [Cl:15][C:14]1[C:9]([OH:8])=[C:10]([CH2:16][C:17]([O:19][CH3:20])=[O:18])[CH:11]=[CH:12][CH:13]=1. The catalyst class is: 352. (6) Reactant: [CH3:1][N:2]1[C:6]2[CH:7]=[CH:8][C:9]([N+:11]([O-])=O)=[CH:10][C:5]=2[N:4]=[N:3]1.Cl[Sn]Cl. Product: [NH2:11][C:9]1[CH:8]=[CH:7][C:6]2[N:2]([CH3:1])[N:3]=[N:4][C:5]=2[CH:10]=1. The catalyst class is: 33. (7) Reactant: CN(C(ON1N=NC2C=CC=NC1=2)=[N+](C)C)C.F[P-](F)(F)(F)(F)F.[NH2:25][C:26]1[C:27]([C:36]([OH:38])=O)=[CH:28][C:29]2[C:34]([CH:35]=1)=[CH:33][CH:32]=[CH:31][CH:30]=2.[NH2:39][C@H:40]([C:45]([O:47][CH3:48])=[O:46])[CH2:41][CH2:42][CH2:43][CH3:44].C(N(C(C)C)CC)(C)C. Product: [NH2:25][C:26]1[C:27]([C:36]([NH:39][C@H:40]([C:45]([O:47][CH3:48])=[O:46])[CH2:41][CH2:42][CH2:43][CH3:44])=[O:38])=[CH:28][C:29]2[C:34]([CH:35]=1)=[CH:33][CH:32]=[CH:31][CH:30]=2. The catalyst class is: 3. (8) Reactant: [CH:1]1([CH2:6]O)[CH2:5][CH2:4][CH2:3][CH2:2]1.C(N(CC)CC)C.CS([Cl:19])(=O)=O.O.[NH2:21][NH2:22]. Product: [ClH:19].[ClH:19].[CH:1]1([CH2:6][NH:21][NH2:22])[CH2:5][CH2:4][CH2:3][CH2:2]1. The catalyst class is: 738.